Dataset: Peptide-MHC class II binding affinity with 134,281 pairs from IEDB. Task: Regression. Given a peptide amino acid sequence and an MHC pseudo amino acid sequence, predict their binding affinity value. This is MHC class II binding data. (1) The peptide sequence is KALWIIFSQNMNIKL. The MHC is DRB1_1001 with pseudo-sequence DRB1_1001. The binding affinity (normalized) is 0.586. (2) The peptide sequence is GYVVSNFEGVRISLS. The MHC is DRB1_0101 with pseudo-sequence DRB1_0101. The binding affinity (normalized) is 0.784. (3) The peptide sequence is ADLGYGPATPAAPAA. The MHC is HLA-DPA10301-DPB10402 with pseudo-sequence HLA-DPA10301-DPB10402. The binding affinity (normalized) is 0.115. (4) The peptide sequence is CGSLIGMTNRATWAS. The MHC is DRB1_0301 with pseudo-sequence DRB1_0301. The binding affinity (normalized) is 0.508. (5) The peptide sequence is EKKYFVATQFEPLAA. The MHC is HLA-DQA10501-DQB10301 with pseudo-sequence HLA-DQA10501-DQB10301. The binding affinity (normalized) is 0.132. (6) The MHC is DRB1_0101 with pseudo-sequence DRB1_0101. The peptide sequence is DKVSVAEDNIEHLIH. The binding affinity (normalized) is 0.315.